From a dataset of Forward reaction prediction with 1.9M reactions from USPTO patents (1976-2016). Predict the product of the given reaction. (1) Given the reactants C(OC(=O)[NH:7][CH2:8][CH:9]1[CH2:14][CH2:13][CH2:12][CH:11]([C:15](=[O:29])[NH:16][C:17]2[C:26]3[C:21](=[CH:22][CH:23]=[C:24]([O:27][CH3:28])[N:25]=3)[N:20]=[CH:19][CH:18]=2)[CH2:10]1)(C)(C)C.C(OC(NCC1CCCC(C(O)=O)C1)=O)(C)(C)C.CN(C(ON1N=NC2C=CC=NC1=2)=[N+](C)C)C.F[P-](F)(F)(F)(F)F.C(N(CC)CC)C, predict the reaction product. The product is: [CH3:28][O:27][C:24]1[N:25]=[C:26]2[C:21](=[CH:22][CH:23]=1)[N:20]=[CH:19][CH:18]=[C:17]2[NH:16][C:15]([CH:11]1[CH2:12][CH2:13][CH2:14][CH:9]([CH2:8][NH2:7])[CH2:10]1)=[O:29]. (2) Given the reactants [C:1]([O:5][C:6]([NH:8][C@@H:9]([CH2:17][C:18]1[CH:23]=[CH:22][CH:21]=[CH:20][CH:19]=1)[C@@H:10]([O:13]C(=O)C)[CH:11]=[O:12])=[O:7])([CH3:4])([CH3:3])[CH3:2].[CH2:24]([Mg]Cl)[CH:25]([CH3:27])[CH3:26], predict the reaction product. The product is: [C:1]([O:5][C:6]([NH:8][C@H:9]([C@@H:10]([OH:13])[C@@H:11]([OH:12])[CH2:24][CH:25]([CH3:27])[CH3:26])[CH2:17][C:18]1[CH:19]=[CH:20][CH:21]=[CH:22][CH:23]=1)=[O:7])([CH3:2])([CH3:3])[CH3:4].